Dataset: Reaction yield outcomes from USPTO patents with 853,638 reactions. Task: Predict the reaction yield, written as a fraction of the theoretical maximum amount of product (1.0 means a 100% yield; for example, 0.34 means a 34% yield). (1) The reactants are [Cl:1][C:2]1[CH:9]=[CH:8][C:5]([CH2:6][NH2:7])=[CH:4][CH:3]=1.C(N(CC)C(C)C)(C)C.Cl[C:20]1[S:21][C:22]([CH:26]=[O:27])=[C:23]([Cl:25])[N:24]=1.O. The catalyst is O1CCCC1. The product is [Cl:25][C:23]1[N:24]=[C:20]([NH:7][CH2:6][C:5]2[CH:8]=[CH:9][C:2]([Cl:1])=[CH:3][CH:4]=2)[S:21][C:22]=1[CH:26]=[O:27]. The yield is 0.500. (2) The reactants are [CH2:1]([O:8][C:9]1[CH:16]=[CH:15][C:12](C=O)=[CH:11][CH:10]=1)[C:2]1[CH:7]=[CH:6][CH:5]=[CH:4][CH:3]=1.[CH3:17][N:18]1[CH:22]=[CH:21][C:20]([C:23]2[N:28]=[C:27]([NH2:29])[C:26]([NH2:30])=[CH:25][CH:24]=2)=[N:19]1.[C:31](O)(=O)C.C(OI(C1C=CC=CC=1)OC(=O)C)(=O)C. The catalyst is CO.C(Cl)Cl. The product is [CH3:17][N:18]1[CH:22]=[CH:21][C:20]([C:23]2[N:28]=[C:27]3[NH:29][C:31]([C:5]4[CH:4]=[CH:3][C:2]([CH2:1][O:8][C:9]5[CH:10]=[CH:11][CH:12]=[CH:15][CH:16]=5)=[CH:7][CH:6]=4)=[N:30][C:26]3=[CH:25][CH:24]=2)=[N:19]1. The yield is 0.480. (3) The reactants are [Na:1].[CH3:2][C:3]1[C:4]([CH2:22][S:23]([C:25]2[NH:29][C:28]3[CH:30]=[CH:31][CH:32]=[CH:33][C:27]=3[N:26]=2)=[O:24])=[N:5][CH:6]=[CH:7][C:8]=1[O:9][CH2:10][C:11]1(C)[O:20][CH2:19][C:14]2(OCCO2)[CH2:13][O:12]1.C1C2(CO[CH:39]([CH2:42][O:43]C3C=CN=C(CO)C=3C)[O:38]C2)C1.N1[C:57]2C=C3OCCOC3=C[C:56]=2N=C1S. No catalyst specified. The product is [Na:1].[CH2:56]1[C:14]2([CH2:19][O:20][CH:11]([CH2:10][O:9][C:8]3[CH:7]=[CH:6][N:5]=[C:4]([CH2:22][S:23]([C:25]4[NH:29][C:28]5[CH:30]=[C:31]6[O:43][CH2:42][CH2:39][O:38][C:32]6=[CH:33][C:27]=5[N:26]=4)=[O:24])[C:3]=3[CH3:2])[O:12][CH2:13]2)[CH2:57]1. The yield is 0.556. (4) The reactants are [Br:1][C:2]1[CH:3]=[CH:4][C:5]2[S:9][CH:8]=[CH:7][C:6]=2[CH:10]=1.C([Li])(C)(C)C.[CH3:16][N:17]1[CH2:26][C:25](=[O:27])[C:24]2[C:19](=[CH:20][CH:21]=[CH:22][CH:23]=2)[CH2:18]1. No catalyst specified. The product is [Br:1][C:2]1[CH:3]=[CH:4][C:5]2[S:9][C:8]([C:25]3([OH:27])[C:24]4[C:19](=[CH:20][CH:21]=[CH:22][CH:23]=4)[CH2:18][N:17]([CH3:16])[CH2:26]3)=[CH:7][C:6]=2[CH:10]=1. The yield is 0.0800.